This data is from Full USPTO retrosynthesis dataset with 1.9M reactions from patents (1976-2016). The task is: Predict the reactants needed to synthesize the given product. (1) Given the product [F:28][C:29]1[CH:34]=[CH:33][C:32]([F:35])=[CH:31][C:30]=1[CH2:36][CH:37]([NH:39][C:2]1[CH:7]=[CH:6][NH:5][C:4](=[O:8])[C:3]=1[C:9]1[NH:27][C:12]2=[CH:13][C:14]3[C:15](=[O:26])[N:16]([CH2:21][CH2:22][N:23]([CH3:25])[CH3:24])[C:17](=[O:20])[C:18]=3[CH:19]=[C:11]2[N:10]=1)[CH3:38], predict the reactants needed to synthesize it. The reactants are: Cl[C:2]1[CH:7]=[CH:6][NH:5][C:4](=[O:8])[C:3]=1[C:9]1[NH:27][C:12]2=[CH:13][C:14]3[C:15](=[O:26])[N:16]([CH2:21][CH2:22][N:23]([CH3:25])[CH3:24])[C:17](=[O:20])[C:18]=3[CH:19]=[C:11]2[N:10]=1.[F:28][C:29]1[CH:34]=[CH:33][C:32]([F:35])=[CH:31][C:30]=1[CH2:36][CH:37]([NH2:39])[CH3:38].C(N(CC)C(C)C)(C)C. (2) Given the product [CH2:6]([C:8]1[CH:13]=[C:12]([O:14][CH:15]2[CH2:19][CH2:18][N:17]([S:2]([CH3:1])(=[O:4])=[O:3])[CH2:16]2)[CH:11]=[CH:10][C:9]=1[N:20]([CH3:31])[C:21]1[N:26]=[CH:25][C:24]2[N:27]=[CH:28][N:29]([CH3:30])[C:23]=2[CH:22]=1)[CH3:7], predict the reactants needed to synthesize it. The reactants are: [CH3:1][S:2](Cl)(=[O:4])=[O:3].[CH2:6]([C:8]1[CH:13]=[C:12]([O:14][CH:15]2[CH2:19][CH2:18][NH:17][CH2:16]2)[CH:11]=[CH:10][C:9]=1[N:20]([CH3:31])[C:21]1[N:26]=[CH:25][C:24]2[N:27]=[CH:28][N:29]([CH3:30])[C:23]=2[CH:22]=1)[CH3:7].C(N(CC)CC)C. (3) Given the product [ClH:1].[Cl:1][C:2]1[C:3]([F:9])=[C:4]([CH:11]2[CH2:14][C:13]3([CH2:19][CH2:18][NH:17][CH2:16][CH2:15]3)[CH2:12]2)[CH:5]=[CH:6][CH:7]=1, predict the reactants needed to synthesize it. The reactants are: [Cl:1][C:2]1[C:3]([F:9])=[C:4](Br)[CH:5]=[CH:6][CH:7]=1.O=[C:11]1[CH2:14][C:13]2([CH2:19][CH2:18][N:17](C(OC(C)(C)C)=O)[CH2:16][CH2:15]2)[CH2:12]1.Cl.FC(F)(F)OC1C=C(C2CC3(CCNCC3)C2)C=CC=1.Cl.C(OCC)C. (4) Given the product [N:25]1([CH:30]2[CH2:35][CH2:34][N:33]([C@H:12]3[CH2:18][CH2:17][CH2:16][N:15]([C:19]([O:21][CH2:22][CH3:23])=[O:20])[CH2:14][CH2:13]3)[CH2:32][CH2:31]2)[CH:29]=[CH:28][CH:27]=[N:26]1, predict the reactants needed to synthesize it. The reactants are: S(O[C@@H:12]1[CH2:18][CH2:17][CH2:16][N:15]([C:19]([O:21][CH2:22][CH3:23])=[O:20])[CH2:14][CH2:13]1)(C1C=CC(C)=CC=1)(=O)=O.Cl.[N:25]1([CH:30]2[CH2:35][CH2:34][NH:33][CH2:32][CH2:31]2)[CH:29]=[CH:28][CH:27]=[N:26]1.[OH-].[K+]. (5) Given the product [Cl:1][C:2]1[CH:3]=[CH:4][C:5]([CH:14]=[C:15]2[C:16]3[CH:29]=[CH:28][CH:27]=[CH:26][C:17]=3[CH2:18][CH2:19][C:20]3[CH:25]=[CH:24][CH:23]=[CH:22][C:21]2=3)=[CH:6][C:7]=1[O:8][CH3:9], predict the reactants needed to synthesize it. The reactants are: [Cl:1][C:2]1[C:7]([O:8][CH3:9])=[CH:6][C:5](B(O)O)=[CH:4][CH:3]=1.Br[CH:14]=[C:15]1[C:21]2[CH:22]=[CH:23][CH:24]=[CH:25][C:20]=2[CH2:19][CH2:18][C:17]2[CH:26]=[CH:27][CH:28]=[CH:29][C:16]1=2. (6) Given the product [CH3:18][N:16]1[C:17]2[C:9]3=[C:8]([O:30][CH2:29][C:26]4[CH:27]=[CH:28][N:23]=[CH:24][CH:25]=4)[S:7][C:6]([C:4]([O:3][CH2:1][CH3:2])=[O:5])=[C:10]3[CH2:11][CH2:12][C:13]=2[CH:14]=[N:15]1, predict the reactants needed to synthesize it. The reactants are: [CH2:1]([O:3][C:4]([C:6]1[S:7][C:8](S(C)(=O)=O)=[C:9]2[C:17]3[N:16]([CH3:18])[N:15]=[CH:14][C:13]=3[CH2:12][CH2:11][C:10]=12)=[O:5])[CH3:2].[N:23]1[CH:28]=[CH:27][C:26]([CH2:29][OH:30])=[CH:25][CH:24]=1.[H-].[Na+]. (7) The reactants are: [Cl:1][CH2:2][CH2:3][O:4][C:5]1[CH:6]=[C:7]([CH2:11][C:12](=[O:16])[CH2:13][C:14]#[N:15])[CH:8]=[CH:9][CH:10]=1.[CH3:17][N:18]([CH:20](OC)OC)[CH3:19].C(N(CC)CC)C.[CH3:32][O:33][C:34]1[CH:35]=[C:36]([CH:39]=[CH:40][C:41]=1[O:42][CH3:43])CN. Given the product [Cl:1][CH2:2][CH2:3][O:4][C:5]1[CH:6]=[C:7]([C:11]2[C:12](=[O:16])[C:13]([C:14]#[N:15])=[CH:20][N:18]([CH2:17][C:39]3[CH:36]=[CH:35][C:34]([O:33][CH3:32])=[C:41]([O:42][CH3:43])[CH:40]=3)[CH:19]=2)[CH:8]=[CH:9][CH:10]=1, predict the reactants needed to synthesize it.